From a dataset of Experimentally validated miRNA-target interactions with 360,000+ pairs, plus equal number of negative samples. Binary Classification. Given a miRNA mature sequence and a target amino acid sequence, predict their likelihood of interaction. (1) The miRNA is hsa-miR-4638-5p with sequence ACUCGGCUGCGGUGGACAAGU. The protein sequence of the target gene is MQVSSLNEVKIYSLSCGKSLPEWLSDRKKRALQKKDVDVRRRIELIQDFEMPTVCTTIKVSKDGQYILATGTYKPRVRCYDTYQLSLKFERCLDSEVVTFEILSDDYSKIVFLHNDRYIEFHSQSGFYYKTRIPKFGRDFSYHYPSCDLYFVGASSEVYRLNLEQGRYLNPLQTDAAENNVCDINSVHGLFATGTIEGRVECWDPRTRNRVGLLDCALNSVTADSEINSLPTISALKFNGALTMAVGTTTGQVLLYDLRSDKPLLVKDHQYGLPIKSVHFQDSLDLILSADSRIVKMWNK.... Result: 1 (interaction). (2) The miRNA is hsa-miR-6821-3p with sequence UGACCUCUCCGCUCCGCACAG. The protein sequence of the target gene is MPFKAFDTFKEKILKPGKEGVKNAVGDSLGILQRKIDGTNEEEDAIELNEEGRPVQTSRAHRPVCDCSCCGIPKRYICDCSCCGIPKRYIIAVMSGLGFCISFGIRCNLGVAIVEMVNNSTVYVDGKPEIQTAQFNWDPETVGLIHGSFFWGYIVTQIPGGFISNKFAASRVFGAAIFLTSTLNMFIPSAARVHYGCVMGVRILQGLVEGVTYPACHGMWSKWAPPLERSRLATTSFCGSYAGAVVAMPLAGVLVQYIGWASVFYIYGMFGIIWYMFWLLQAYECPAAHPTISNAERTYI.... Result: 0 (no interaction). (3) The protein sequence of the target gene is MTGVFDSLVADMHSTQITASSTYHQHQQPPSGAGAGPGGNSNSSSSNSSLHKPQESPTLPVSTATDSSYYTNQQHPAGGGGGGASPYAHMGSYQYHASGLNNVSYSAKSSYDLGYTAAYTSYAPYGTSSSPVNNEPDKEDLEPEIRIVNGKPKKVRKPRTIYSSFQLAALQRRFQKTQYLALPERAELAASLGLTQTQVKIWFQNRRSKFKKMWKSGEIPTEQHPGASASPPCASPPVSAPASWDFGAPQRMAGGGPGSGGGGAGSSGSSPSSAASAFLGNYPWYHQASGSASHLQATAP.... Result: 0 (no interaction). The miRNA is hsa-miR-4496 with sequence GAGGAAACUGAAGCUGAGAGGG. (4) The miRNA is hsa-miR-197-3p with sequence UUCACCACCUUCUCCACCCAGC. The protein sequence of the target gene is MWLFTVNQVLRKMQRRHSSNTDNIPPERNRSQALSSEASVDEGGVFESLKAEAASPPALFSGLSGSLPTSSFPSSLVLGSSAGGGDVFIQMPASREEGGGRGEGGAYHHRQPHHHFHHGGHRGGSLLQHVGGDHRGHSEEGGDEQPGTPAPALSELKAVICWLQKGLPFILILLAKLCFQHKLGIAVCIGMASTFAYANSTLREQVSLKEKRSVLVILWILAFLAGNTLYVLYTFSSQQLYNSLIFLKPNLEMLDFFDLLWIVGIADFVLKYITIALKCLIVALPKIILAVKSKGKFYLV.... Result: 1 (interaction). (5) The miRNA is hsa-miR-629-5p with sequence UGGGUUUACGUUGGGAGAACU. The protein sequence of the target gene is MSSQSHPDGLSGRDQPVELLNPARVNHMPSTVDVATALPLQVAPTAVPMDLRLDHQFSLPLEPALREQQLQQELLALKQKQQIQRQILIAEFQRQHEQLSRQHEAQLHEHIKQQQEMLAMKHQQELLEHQRKLERHRQEQELEKQHREQKLQQLKNKEKGKESAVASTEVKMKLQEFVLNKKKALAHRNLNHCISSDPRYWYGKTQHSSLDQSSPPQSGVSASYNHPVLGMYDAKDDFPLRKTASEPNLKLRSRLKQKVAERRSSPLLRRKDGPVATALKKRPLDVTDSACSSAPGSGPS.... Result: 0 (no interaction). (6) The miRNA is hsa-miR-6735-5p with sequence CAGGGCAGAGGGCACAGGAAUCUGA. The protein sequence of the target gene is MWPPRFPPPRPGMSEETRQSKLAAAKKKLREYQQKNSPGVPAGAKKKKKIKNGHSPERPTASDCQSPENVPTDHIAPAPPTAATDTMFLGVTPSPDADLTQSHDAGNCSNLMEETKTFSSTESLRQLSQQLNGLVSESTSYINGEGLTSSNMKELENRYQELAVALDSSYVTNKQLSSTIEELKQQNQDTLDQLEKEKKDYQQKLAKEQGSLREQLQVHIQTIGILVSEKAELQTALAHTQQAARQKAGESEDLASRLQSSRQRVGELERTLSTVSTQQKQADRYNKDLTKERDALKLEL.... Result: 0 (no interaction). (7) The miRNA is hsa-miR-4272 with sequence CAUUCAACUAGUGAUUGU. The protein sequence of the target gene is MAAMSLLRRVSVTAVAALSGRPLGTRLGFGGFLTRGFPKAAAPVRHSGDHGKRLFVIRPSRFYDRRFLKLLRFYIALTGIPVAIFITLVNVFIGQAELAEIPEGYVPEHWEYYKHPISRWIARNFYDSPEKIYERTMAVLQIEAEKAELRVKELEVRKLMHVRGDGPWYYYETIDKELIDHSPKATPDN. Result: 1 (interaction).